From a dataset of Full USPTO retrosynthesis dataset with 1.9M reactions from patents (1976-2016). Predict the reactants needed to synthesize the given product. (1) Given the product [Cl:14][C:11]1[CH:12]=[CH:13][C:4]([CH2:3][O:22][C:17]2[CH:18]=[CH:19][CH:20]=[CH:21][C:16]=2[Cl:15])=[C:5]([CH:10]=1)[C:6]([O:8][CH3:9])=[O:7], predict the reactants needed to synthesize it. The reactants are: BrC[CH2:3][C:4]1[CH:13]=[CH:12][C:11]([Cl:14])=[CH:10][C:5]=1[C:6]([O:8][CH3:9])=[O:7].[Cl:15][C:16]1[CH:21]=[CH:20][CH:19]=[CH:18][C:17]=1[OH:22].C(=O)([O-])[O-].[K+].[K+].O. (2) The reactants are: [Si]([O:8][C@H:9]1[CH2:13][N:12]([C:14]([O:16][C:17]([CH3:20])([CH3:19])[CH3:18])=[O:15])[C@H:11]([CH2:21]OS(C)(=O)=O)[CH2:10]1)(C(C)(C)C)(C)C. Given the product [OH:8][C@H:9]1[CH2:13][N:12]([C:14]([O:16][C:17]([CH3:20])([CH3:19])[CH3:18])=[O:15])[C@H:11]([CH3:21])[CH2:10]1, predict the reactants needed to synthesize it.